Dataset: Full USPTO retrosynthesis dataset with 1.9M reactions from patents (1976-2016). Task: Predict the reactants needed to synthesize the given product. Given the product [F:31][C:28]1[CH:29]=[CH:30][C:25]([C:23]2[N:24]=[C:20]([CH:17]3[CH2:18][CH2:19][N:14]([C:13]4[N:12]=[CH:11][N:10]=[C:9]([NH2:37])[C:8]=4[C:5]4[CH:4]=[N:41][C:40]([N:39]([CH3:49])[CH3:38])=[N:45][CH:6]=4)[CH2:15][CH2:16]3)[N:21]([CH3:36])[CH:22]=2)=[CH:26][C:27]=1[C:32]([F:35])([F:33])[F:34], predict the reactants needed to synthesize it. The reactants are: FC1C=[CH:6][C:5]([C:8]2[C:9]([NH2:37])=[N:10][CH:11]=[N:12][C:13]=2[N:14]2[CH2:19][CH2:18][CH:17]([C:20]3[N:21]([CH3:36])[CH:22]=[C:23]([C:25]4[CH:30]=[CH:29][C:28]([F:31])=[C:27]([C:32]([F:35])([F:34])[F:33])[CH:26]=4)[N:24]=3)[CH2:16][CH2:15]2)=[CH:4]C=1.[CH3:38][N:39]([CH3:49])[C:40]1[N:45]=CC(B(O)O)=C[N:41]=1.